Dataset: Full USPTO retrosynthesis dataset with 1.9M reactions from patents (1976-2016). Task: Predict the reactants needed to synthesize the given product. (1) The reactants are: [CH:1]([O:14][C:15](=[O:44])[C:16]1[CH:21]=[CH:20][CH:19]=[CH:18][C:17]=1[N:22]([C:35]1[CH:40]=[CH:39][C:38]([CH2:41][CH:42]=[CH2:43])=[CH:37][CH:36]=1)[C:23](=[O:34])[C:24]([O:26][CH2:27][C:28]1[CH:33]=[CH:32][CH:31]=[CH:30][CH:29]=1)=[O:25])([C:8]1[CH:13]=[CH:12][CH:11]=[CH:10][CH:9]=1)[C:2]1[CH:7]=[CH:6][CH:5]=[CH:4][CH:3]=1.ClC1C=C(C=CC=1)C(OO)=[O:50]. Given the product [CH:1]([O:14][C:15](=[O:44])[C:16]1[CH:21]=[CH:20][CH:19]=[CH:18][C:17]=1[N:22]([C:23](=[O:34])[C:24]([O:26][CH2:27][C:28]1[CH:29]=[CH:30][CH:31]=[CH:32][CH:33]=1)=[O:25])[C:35]1[CH:40]=[CH:39][C:38]([CH2:41][CH:42]2[CH2:43][O:50]2)=[CH:37][CH:36]=1)([C:8]1[CH:9]=[CH:10][CH:11]=[CH:12][CH:13]=1)[C:2]1[CH:7]=[CH:6][CH:5]=[CH:4][CH:3]=1, predict the reactants needed to synthesize it. (2) Given the product [CH2:9]([O:8][C:6](=[O:7])[CH:5]([C:11]1[CH:16]=[CH:15][C:14]([NH2:17])=[CH:13][CH:12]=1)[C:4]([O:3][CH2:1][CH3:2])=[O:20])[CH3:10], predict the reactants needed to synthesize it. The reactants are: [CH2:1]([O:3][C:4](=[O:20])[CH:5]([C:11]1[CH:16]=[CH:15][C:14]([N+:17]([O-])=O)=[CH:13][CH:12]=1)[C:6]([O:8][CH2:9][CH3:10])=[O:7])[CH3:2].[H][H]. (3) Given the product [Br:36][C:11]1[CH:10]=[CH:9][C:8]([N:5]2[CH2:6][CH2:7][N:2]([CH3:1])[CH2:3][CH2:4]2)=[C:17]2[C:12]=1[CH2:13][CH2:14][C@@H:15]([NH:18][C:19](=[O:30])[C:20]1[CH:21]=[CH:22][C:23]([C:26]([F:29])([F:27])[F:28])=[CH:24][CH:25]=1)[CH2:16]2, predict the reactants needed to synthesize it. The reactants are: [CH3:1][N:2]1[CH2:7][CH2:6][N:5]([C:8]2[CH:9]=[CH:10][CH:11]=[C:12]3[C:17]=2[CH2:16][C@H:15]([NH:18][C:19](=[O:30])[C:20]2[CH:25]=[CH:24][C:23]([C:26]([F:29])([F:28])[F:27])=[CH:22][CH:21]=2)[CH2:14][CH2:13]3)[CH2:4][CH2:3]1.C([O-])(=O)C.[Na+].[Br:36]Br.[OH-].[Na+]. (4) Given the product [CH3:21][S:18]([N:15]1[CH2:16][CH2:17][N:12]([CH2:11][C:9]2[S:10][C:5]3[C:4]([N:22]4[CH2:27][CH2:26][O:25][CH2:24][CH2:23]4)=[N:3][C:2]([C:33]4[O:34][C:30]([CH:28]=[O:29])=[CH:31][CH:32]=4)=[N:7][C:6]=3[CH:8]=2)[CH2:13][CH2:14]1)(=[O:20])=[O:19], predict the reactants needed to synthesize it. The reactants are: Cl[C:2]1[N:3]=[C:4]([N:22]2[CH2:27][CH2:26][O:25][CH2:24][CH2:23]2)[C:5]2[S:10][C:9]([CH2:11][N:12]3[CH2:17][CH2:16][N:15]([S:18]([CH3:21])(=[O:20])=[O:19])[CH2:14][CH2:13]3)=[CH:8][C:6]=2[N:7]=1.[CH:28]([C:30]1[O:34][C:33](B(O)O)=[CH:32][CH:31]=1)=[O:29]. (5) Given the product [C:6]([OH:8])(=[O:7])[C:5]1[CH:9]=[CH:10][CH:2]=[CH:3][CH:4]=1, predict the reactants needed to synthesize it. The reactants are: Br[C:2]1[CH:10]=[CH:9][C:5]([C:6]([OH:8])=[O:7])=[C:4]([N+]([O-])=O)[CH:3]=1.BrC1C=CC(C)=C([N+]([O-])=O)C=1.[O-][Mn](=O)(=O)=O.[K+]. (6) Given the product [CH3:8][C:9]1[CH:10]=[C:11]([NH:12][C:5](=[O:7])[CH3:6])[CH:13]=[CH:14][C:15]=1[CH3:16], predict the reactants needed to synthesize it. The reactants are: C(O[C:5](=[O:7])[CH3:6])(=O)C.[CH3:8][C:9]1[CH:10]=[C:11]([CH:13]=[CH:14][C:15]=1[CH3:16])[NH2:12].